This data is from Forward reaction prediction with 1.9M reactions from USPTO patents (1976-2016). The task is: Predict the product of the given reaction. (1) Given the reactants [F:1][C:2]([F:30])([F:29])[C:3]1[CH:8]=[C:7]([C:9]([F:12])([F:11])[F:10])[CH:6]=[CH:5][C:4]=1[C:13]1[CH:17]=[C:16]([CH2:18][N:19]2[CH:24]=[C:23]3[N:25]=[C:26](Br)[N:27]=[C:22]3[CH:21]=[N:20]2)[O:15][N:14]=1.[F:31][C:32]1[C:37]([O:38][CH3:39])=[CH:36][CH:35]=[CH:34][C:33]=1B(O)O, predict the reaction product. The product is: [F:1][C:2]([F:30])([F:29])[C:3]1[CH:8]=[C:7]([C:9]([F:12])([F:11])[F:10])[CH:6]=[CH:5][C:4]=1[C:13]1[CH:17]=[C:16]([CH2:18][N:19]2[CH:24]=[C:23]3[N:25]=[C:26]([C:33]4[CH:34]=[CH:35][CH:36]=[C:37]([O:38][CH3:39])[C:32]=4[F:31])[N:27]=[C:22]3[CH:21]=[N:20]2)[O:15][N:14]=1. (2) Given the reactants S(=O)(=O)(O)O.[H-].[Al+3].[Li+].[H-].[H-].[H-].[CH3:12][N:13]1[C:21]2[C:16](=[CH:17][C:18]([N+:22]([O-:24])=[O:23])=[CH:19][CH:20]=2)[CH:15]=[C:14]1[C:25](OCC)=[O:26].O, predict the reaction product. The product is: [CH3:12][N:13]1[C:21]2[C:16](=[CH:17][C:18]([N+:22]([O-:24])=[O:23])=[CH:19][CH:20]=2)[CH:15]=[C:14]1[CH2:25][OH:26]. (3) Given the reactants [NH2:1][C@@:2]([C:17]1[CH:22]=[C:21]([Br:23])[CH:20]=[CH:19][C:18]=1[F:24])([CH3:16])[C:3]([F:15])([F:14])[C:4]([CH3:13])([O:6][CH2:7][C:8](OCC)=[O:9])[CH3:5].C[Al](C)C.C([O-])(O)=O.[Na+], predict the reaction product. The product is: [Br:23][C:21]1[CH:20]=[CH:19][C:18]([F:24])=[C:17]([C@:2]2([CH3:16])[C:3]([F:15])([F:14])[C:4]([CH3:13])([CH3:5])[O:6][CH2:7][C:8](=[O:9])[NH:1]2)[CH:22]=1. (4) The product is: [CH2:39]([O:46][C:47]1[CH:48]=[CH:49][C:50]([CH2:53][CH2:54][N:55]([CH2:1][CH3:2])[C:56]2[CH:61]=[C:60]([O:62][CH3:63])[CH:59]=[CH:58][C:57]=2[CH:64]2[CH2:73][CH2:72][C:71]3[C:66](=[CH:67][CH:68]=[C:69]([O:74][CH3:75])[CH:70]=3)[CH2:65]2)=[CH:51][CH:52]=1)[C:40]1[CH:45]=[CH:44][CH:43]=[CH:42][CH:41]=1. Given the reactants [CH2:1](OC1C=CC(CC(NC2C=C(OC)C=CC=2C2CCC3C(=CC=C(OC)C=3)C2)=O)=CC=1)[C:2]1C=CC=CC=1.[CH2:39]([O:46][C:47]1[CH:52]=[CH:51][C:50]([CH2:53][CH2:54][NH:55][C:56]2[CH:61]=[C:60]([O:62][CH3:63])[CH:59]=[CH:58][C:57]=2[CH:64]2[CH2:73][CH2:72][C:71]3[C:66](=[CH:67][CH:68]=[C:69]([O:74][CH3:75])[CH:70]=3)[CH2:65]2)=[CH:49][CH:48]=1)[C:40]1[CH:45]=[CH:44][CH:43]=[CH:42][CH:41]=1, predict the reaction product. (5) Given the reactants [F:1][C:2]1[C:3]([NH:20][C:21]2[CH:22]=[C:23]([NH:27][C:28](=[O:35])[CH2:29][C:30](OCC)=[O:31])[CH:24]=[CH:25][CH:26]=2)=[N:4][C:5]([NH:8][C:9]2[CH:14]=[CH:13][C:12]([O:15][CH2:16][CH2:17][O:18][CH3:19])=[CH:11][CH:10]=2)=[N:6][CH:7]=1.N#N.[Li+].[Br-].[BH4-].[Na+], predict the reaction product. The product is: [F:1][C:2]1[C:3]([NH:20][C:21]2[CH:22]=[C:23]([NH:27][C:28](=[O:35])[CH2:29][CH2:30][OH:31])[CH:24]=[CH:25][CH:26]=2)=[N:4][C:5]([NH:8][C:9]2[CH:14]=[CH:13][C:12]([O:15][CH2:16][CH2:17][O:18][CH3:19])=[CH:11][CH:10]=2)=[N:6][CH:7]=1. (6) Given the reactants [C:1]([O:5][C:6]([N:8]([C:25]1[CH:30]=[CH:29][C:28]([C:31]([F:34])([F:33])[F:32])=[CH:27][CH:26]=1)[CH2:9][CH:10]([OH:24])[CH2:11][O:12][C:13]1[CH:23]=[CH:22][CH:21]=[CH:20][C:14]=1[CH2:15][O:16][C:17](=[O:19])[CH3:18])=[O:7])([CH3:4])([CH3:3])[CH3:2].[CH3:35]I, predict the reaction product. The product is: [C:1]([O:5][C:6]([N:8]([C:25]1[CH:26]=[CH:27][C:28]([C:31]([F:32])([F:33])[F:34])=[CH:29][CH:30]=1)[CH2:9][CH:10]([O:24][CH3:35])[CH2:11][O:12][C:13]1[CH:23]=[CH:22][CH:21]=[CH:20][C:14]=1[CH2:15][O:16][C:17](=[O:19])[CH3:18])=[O:7])([CH3:2])([CH3:3])[CH3:4]. (7) Given the reactants [Br:1][C:2]1[CH:11]=[CH:10][C:9]([F:12])=[C:8]2[C:3]=1[CH:4]=[CH:5][C:6](Cl)=[N:7]2.[CH3:14][O-:15].[Na+], predict the reaction product. The product is: [Br:1][C:2]1[CH:11]=[CH:10][C:9]([F:12])=[C:8]2[C:3]=1[CH:4]=[CH:5][C:6]([O:15][CH3:14])=[N:7]2.